This data is from Full USPTO retrosynthesis dataset with 1.9M reactions from patents (1976-2016). The task is: Predict the reactants needed to synthesize the given product. (1) Given the product [CH:16]1[C:17]2[C:22](=[CH:21][CH:20]=[CH:19][CH:18]=2)[C:13]([C:3]2[N:4]3[CH:9]=[C:8]([CH:10]=[O:11])[CH:7]=[CH:6][C:5]3=[N:1][CH:2]=2)=[CH:14][N:15]=1, predict the reactants needed to synthesize it. The reactants are: [N:1]1[CH:2]=[CH:3][N:4]2[CH:9]=[C:8]([CH:10]=[O:11])[CH:7]=[CH:6][C:5]=12.Br[C:13]1[C:22]2[C:17](=[CH:18][CH:19]=[CH:20][CH:21]=2)[CH:16]=[N:15][CH:14]=1.C1(P(C2C=CC=CC=2)C2C=CC=CC=2)C=CC=CC=1.C([O-])([O-])=O.[Cs+].[Cs+]. (2) Given the product [F:1][C:2]1[CH:23]=[C:22]([C:27]#[C:26][CH2:25][OH:28])[CH:21]=[CH:20][C:3]=1[NH:4][C:5]1[C:6]([C:13]([NH:15][O:16][CH2:17][CH2:18][OH:19])=[O:14])=[CH:7][N:8]([CH3:12])[C:9](=[O:11])[CH:10]=1, predict the reactants needed to synthesize it. The reactants are: [F:1][C:2]1[CH:23]=[C:22](I)[CH:21]=[CH:20][C:3]=1[NH:4][C:5]1[C:6]([C:13]([NH:15][O:16][CH2:17][CH2:18][OH:19])=[O:14])=[CH:7][N:8]([CH3:12])[C:9](=[O:11])[CH:10]=1.[CH2:25]([OH:28])[C:26]#[CH:27].